Dataset: Merck oncology drug combination screen with 23,052 pairs across 39 cell lines. Task: Regression. Given two drug SMILES strings and cell line genomic features, predict the synergy score measuring deviation from expected non-interaction effect. (1) Drug 2: CS(=O)(=O)CCNCc1ccc(-c2ccc3ncnc(Nc4ccc(OCc5cccc(F)c5)c(Cl)c4)c3c2)o1. Drug 1: CC1CC2C3CCC4=CC(=O)C=CC4(C)C3(F)C(O)CC2(C)C1(O)C(=O)CO. Synergy scores: synergy=-17.5. Cell line: OV90. (2) Drug 1: O=C(O)C1(Cc2cccc(Nc3nccs3)n2)CCC(Oc2cccc(Cl)c2F)CC1. Drug 2: CCC1(O)C(=O)OCc2c1cc1n(c2=O)Cc2cc3c(CN(C)C)c(O)ccc3nc2-1. Cell line: PA1. Synergy scores: synergy=-1.26. (3) Drug 1: CC(=O)OC1C(=O)C2(C)C(O)CC3OCC3(OC(C)=O)C2C(OC(=O)c2ccccc2)C2(O)CC(OC(=O)C(O)C(NC(=O)c3ccccc3)c3ccccc3)C(C)=C1C2(C)C. Drug 2: Cn1cc(-c2cnn3c(N)c(Br)c(C4CCCNC4)nc23)cn1. Cell line: SKMES1. Synergy scores: synergy=-6.45. (4) Drug 1: NC1CCCCC1N.O=C(O)C(=O)O.[Pt+2]. Drug 2: CCc1cnn2c(NCc3ccc[n+]([O-])c3)cc(N3CCCCC3CCO)nc12. Cell line: NCIH460. Synergy scores: synergy=-19.1.